Dataset: Reaction yield outcomes from USPTO patents with 853,638 reactions. Task: Predict the reaction yield, written as a fraction of the theoretical maximum amount of product (1.0 means a 100% yield; for example, 0.34 means a 34% yield). (1) The reactants are [CH:1]1([C:4]2[CH:5]=[CH:6][C:7]([C:18]#N)=[N:8][C:9]=2[CH2:10][C:11]2[CH:16]=[CH:15][C:14]([F:17])=[CH:13][CH:12]=2)[CH2:3][CH2:2]1.[OH-:20].[Na+].Cl.[OH2:23]. No catalyst specified. The product is [CH:1]1([C:4]2[CH:5]=[CH:6][C:7]([C:18]([OH:23])=[O:20])=[N:8][C:9]=2[CH2:10][C:11]2[CH:16]=[CH:15][C:14]([F:17])=[CH:13][CH:12]=2)[CH2:3][CH2:2]1. The yield is 0.700. (2) The reactants are C[O:2][C:3]([C:5]1[C:13]2[C:8](=[N:9][CH:10]=[CH:11][C:12]=2[Cl:14])[N:7]([CH:15]2[CH2:18][O:17][CH2:16]2)[CH:6]=1)=[O:4].O.[OH-].[Li+]. The catalyst is C1COCC1.CO.O. The product is [Cl:14][C:12]1[CH:11]=[CH:10][N:9]=[C:8]2[N:7]([CH:15]3[CH2:18][O:17][CH2:16]3)[CH:6]=[C:5]([C:3]([OH:4])=[O:2])[C:13]=12. The yield is 0.787. (3) The reactants are [C:1]([N:4]1[CH2:9][CH2:8][N:7]([CH2:10][CH2:11][O:12][C:13]2[CH:22]=[C:21]3[C:16]([CH:17]=[N:18][C:19](Cl)=[N:20]3)=[C:15]([O:24][CH:25]3[CH2:30][CH2:29][O:28][CH2:27][CH2:26]3)[CH:14]=2)[CH2:6][CH2:5]1)(=[O:3])[CH3:2].[NH2:31][C:32]1[CH:37]=[CH:36][N:35]=[C:34]2[O:38][CH2:39][O:40][C:33]=12. The catalyst is N.C(Cl)Cl. The product is [C:1]([N:4]1[CH2:9][CH2:8][N:7]([CH2:10][CH2:11][O:12][C:13]2[CH:22]=[C:21]3[C:16]([C:17]([NH:31][C:32]4[CH:37]=[CH:36][N:35]=[C:34]5[O:38][CH2:39][O:40][C:33]=45)=[N:18][CH:19]=[N:20]3)=[C:15]([O:24][CH:25]3[CH2:30][CH2:29][O:28][CH2:27][CH2:26]3)[CH:14]=2)[CH2:6][CH2:5]1)(=[O:3])[CH3:2]. The yield is 0.530. (4) The reactants are [Cl:1][C:2]1[CH:10]=[C:9]2[C:5]([C:6]([C:11](=[O:16])[C:12]([F:15])([F:14])[F:13])=[CH:7][NH:8]2)=[CH:4][CH:3]=1.C(=O)([O-])[O-].[K+].[K+].I[CH:24]([CH3:26])[CH3:25]. The catalyst is CN(C)C=O. The product is [Cl:1][C:2]1[CH:10]=[C:9]2[C:5]([C:6]([C:11](=[O:16])[C:12]([F:13])([F:14])[F:15])=[CH:7][N:8]2[CH:24]([CH3:26])[CH3:25])=[CH:4][CH:3]=1. The yield is 0.830.